Dataset: Reaction yield outcomes from USPTO patents with 853,638 reactions. Task: Predict the reaction yield, written as a fraction of the theoretical maximum amount of product (1.0 means a 100% yield; for example, 0.34 means a 34% yield). (1) The reactants are C([O:8][C:9]1[CH:14]=[C:13]([O:15][CH2:16][CH2:17][O:18][CH3:19])[CH:12]=[CH:11][C:10]=1/[C:20](/[CH3:27])=[CH:21]/[C:22]([O:24][CH2:25][CH3:26])=[O:23])C1C=CC=CC=1. The catalyst is O1CCCC1.C(O)C.[C].[Pd]. The product is [OH:8][C:9]1[CH:14]=[C:13]([O:15][CH2:16][CH2:17][O:18][CH3:19])[CH:12]=[CH:11][C:10]=1[CH:20]([CH3:27])[CH2:21][C:22]([O:24][CH2:25][CH3:26])=[O:23]. The yield is 0.930. (2) The reactants are [C:1]([CH:3]1[CH2:6][N:5]([C:7](=[O:31])[C@H:8]([NH:10][C:11]([C:13]2[C:21]3[C:16](=[N:17][CH:18]=[C:19](Br)[N:20]=3)[N:15]([CH2:23][O:24][CH2:25][CH2:26][Si:27]([CH3:30])([CH3:29])[CH3:28])[CH:14]=2)=[O:12])[CH3:9])[CH2:4]1)#[N:2].[Cl:32][C:33]1[CH:41]=[C:40]2[C:36]([C:37]([Sn](CCCC)(CCCC)CCCC)=[N:38][N:39]2[CH3:42])=[CH:35][CH:34]=1. The catalyst is CN(C=O)C.C1C=CC([P]([Pd]([P](C2C=CC=CC=2)(C2C=CC=CC=2)C2C=CC=CC=2)([P](C2C=CC=CC=2)(C2C=CC=CC=2)C2C=CC=CC=2)[P](C2C=CC=CC=2)(C2C=CC=CC=2)C2C=CC=CC=2)(C2C=CC=CC=2)C2C=CC=CC=2)=CC=1.[Cu]I. The product is [C:1]([CH:3]1[CH2:6][N:5]([C:7](=[O:31])[C@H:8]([NH:10][C:11]([C:13]2[C:21]3[C:16](=[N:17][CH:18]=[C:19]([C:37]4[C:36]5[C:40](=[CH:41][C:33]([Cl:32])=[CH:34][CH:35]=5)[N:39]([CH3:42])[N:38]=4)[N:20]=3)[N:15]([CH2:23][O:24][CH2:25][CH2:26][Si:27]([CH3:30])([CH3:29])[CH3:28])[CH:14]=2)=[O:12])[CH3:9])[CH2:4]1)#[N:2]. The yield is 0.900. (3) The reactants are [CH2:1]([C:7]1[CH:15]=[C:14]2[C:10]([C:11](=O)[CH2:12][CH2:13]2)=[CH:9][C:8]=1[O:17][CH2:18][CH2:19][CH2:20][C:21]([OH:23])=[O:22])[CH2:2][CH2:3][CH2:4][CH2:5][CH3:6].Cl.[NH2:25][OH:26].C([O-])(=O)C.[Na+]. The catalyst is C(O)C. The product is [CH2:1]([C:7]1[CH:15]=[C:14]2[C:10]([C:11](=[N:25][OH:26])[CH2:12][CH2:13]2)=[CH:9][C:8]=1[O:17][CH2:18][CH2:19][CH2:20][C:21]([OH:23])=[O:22])[CH2:2][CH2:3][CH2:4][CH2:5][CH3:6]. The yield is 0.500. (4) The reactants are [C:1]([NH:4][CH:5]([CH2:9][SH:10])[C:6]([OH:8])=O)(=[O:3])[CH3:2].OC1C2N=NNC=2C=CC=1.C1CCC(N=C=NC2CCCCC2)CC1.C([O:40][C:41](=[O:54])[C:42]1[CH:47]=[C:46]([NH2:48])[CH:45]=[CH:44][C:43]=1[O:49]C(C)(C)C)(C)(C)C. The catalyst is CN(C)C=O.C(OCC)(=O)C. The product is [C:1]([NH:4][CH:5]([CH2:9][SH:10])[C:6]([NH:48][C:46]1[CH:45]=[CH:44][C:43]([OH:49])=[C:42]([CH:47]=1)[C:41]([OH:54])=[O:40])=[O:8])(=[O:3])[CH3:2]. The yield is 0.780. (5) The reactants are [Br:1][C:2]1[CH:3]=[CH:4][C:5]2[N:6]([C:8](I)=[CH:9][N:10]=2)[CH:7]=1.[Cl:12][C:13]1[CH:18]=[CH:17][C:16](B(O)O)=[CH:15][CH:14]=1.[O-]P([O-])([O-])=O.[K+].[K+].[K+].O. The catalyst is CN(C=O)C.C1C=CC([P]([Pd]([P](C2C=CC=CC=2)(C2C=CC=CC=2)C2C=CC=CC=2)([P](C2C=CC=CC=2)(C2C=CC=CC=2)C2C=CC=CC=2)[P](C2C=CC=CC=2)(C2C=CC=CC=2)C2C=CC=CC=2)(C2C=CC=CC=2)C2C=CC=CC=2)=CC=1. The product is [Br:1][C:2]1[CH:3]=[CH:4][C:5]2[N:6]([C:8]([C:16]3[CH:17]=[CH:18][C:13]([Cl:12])=[CH:14][CH:15]=3)=[CH:9][N:10]=2)[CH:7]=1. The yield is 0.520. (6) The reactants are [CH3:1][N:2]1[CH2:15][CH2:14][C:5]2[NH:6][C:7]3[CH:8]=[CH:9][C:10]([CH3:13])=[CH:11][C:12]=3[C:4]=2[CH2:3]1.[CH3:16][C:17]1[CH:24]=[CH:23][C:20]([CH:21]=[CH2:22])=[CH:19][CH:18]=1.[H-].[Na+].FC(F)(F)C([O-])=O. The catalyst is CS(C)=O.CO. The product is [CH3:1][N:2]1[CH2:15][CH2:14][C:5]2[N:6]([CH2:22][CH2:21][C:20]3[CH:23]=[CH:24][C:17]([CH3:16])=[CH:18][CH:19]=3)[C:7]3[CH:8]=[CH:9][C:10]([CH3:13])=[CH:11][C:12]=3[C:4]=2[CH2:3]1. The yield is 0.0620. (7) The reactants are F[C:2]1[CH:7]=[C:6]([C:8]2[C:9]([CH2:17][CH2:18][CH3:19])=[N:10][N:11]3[CH:16]=[CH:15][CH:14]=[CH:13][C:12]=23)[CH:5]=[CH:4][N:3]=1.[CH:20]1([NH2:25])[CH2:24][CH2:23][CH2:22][CH2:21]1. No catalyst specified. The product is [CH:20]1([NH:25][C:2]2[CH:7]=[C:6]([C:8]3[C:9]([CH2:17][CH2:18][CH3:19])=[N:10][N:11]4[CH:16]=[CH:15][CH:14]=[CH:13][C:12]=34)[CH:5]=[CH:4][N:3]=2)[CH2:24][CH2:23][CH2:22][CH2:21]1. The yield is 0.980. (8) The reactants are [CH3:1][C:2]1[C:11]2[C:6](=[CH:7][CH:8]=[CH:9][CH:10]=2)[CH:5]=[C:4]([OH:12])[CH:3]=1.[C:13]([CH:17]1[CH2:22][CH2:21][CH:20](OS(C)(=O)=O)[CH2:19][CH2:18]1)([CH3:16])([CH3:15])[CH3:14].C(=O)([O-])[O-].[Cs+].[Cs+].O. The catalyst is CC(O)(C)C.CC(=O)CC.CCOCC. The product is [C:13]([CH:17]1[CH2:22][CH2:21][CH:20]([O:12][C:4]2[CH:3]=[C:2]([CH3:1])[C:11]3[C:6]([CH:5]=2)=[CH:7][CH:8]=[CH:9][CH:10]=3)[CH2:19][CH2:18]1)([CH3:16])([CH3:15])[CH3:14]. The yield is 0.480. (9) The reactants are [CH3:1][O:2][C:3]1[N:4]=[C:5]2[C:10](=[CH:11][CH:12]=1)[N:9]=[CH:8][CH:7]=[C:6]2[NH:13][C:14]([N:16]1[CH2:21][CH2:20][NH:19][CH2:18][CH2:17]1)=[O:15].Cl[CH2:23][C:24]([C:26]1[CH:27]=[CH:28][C:29]2[O:34][CH2:33][C:32](=[O:35])[NH:31][C:30]=2[CH:36]=1)=[O:25].C(N(C(C)C)CC)(C)C. The catalyst is C1COCC1. The product is [CH3:1][O:2][C:3]1[N:4]=[C:5]2[C:10](=[CH:11][CH:12]=1)[N:9]=[CH:8][CH:7]=[C:6]2[NH:13][C:14]([N:16]1[CH2:21][CH2:20][N:19]([CH2:23][C:24](=[O:25])[C:26]2[CH:27]=[CH:28][C:29]3[O:34][CH2:33][C:32](=[O:35])[NH:31][C:30]=3[CH:36]=2)[CH2:18][CH2:17]1)=[O:15]. The yield is 0.870. (10) The reactants are [Cl:1][S:2]([C:5]1[CH:13]=[CH:12][C:8]([C:9]([OH:11])=[O:10])=[CH:7][CH:6]=1)(=[O:4])=[O:3].[CH2:14](Cl)Cl. The yield is 0.960. The product is [Cl:1][S:2]([C:5]1[CH:6]=[CH:7][C:8]([C:9]([O:11][CH3:14])=[O:10])=[CH:12][CH:13]=1)(=[O:4])=[O:3]. The catalyst is S(Cl)(Cl)=O.